Dataset: Forward reaction prediction with 1.9M reactions from USPTO patents (1976-2016). Task: Predict the product of the given reaction. (1) The product is: [CH3:1][C:2]1[C:3]([CH2:17][NH2:18])=[CH:4][C:5]2[N:9]=[CH:8][N:7]([CH:10]3[CH2:15][CH2:14][CH2:13][CH2:12][O:11]3)[C:6]=2[CH:16]=1. Given the reactants [CH3:1][C:2]1[C:3]([C:17]#[N:18])=[CH:4][C:5]2[N:9]=[CH:8][N:7]([CH:10]3[CH2:15][CH2:14][CH2:13][CH2:12][O:11]3)[C:6]=2[CH:16]=1, predict the reaction product. (2) Given the reactants [F:1][CH2:2][C:3]1([S:6]([NH:9][C:10]([C@@:12]2([NH:17]C(=O)OC(C)(C)C)[CH2:14][C@H:13]2[CH:15]=[CH2:16])=[O:11])(=[O:8])=[O:7])[CH2:5][CH2:4]1.[ClH:25], predict the reaction product. The product is: [ClH:25].[NH2:17][C@:12]1([C:10]([NH:9][S:6]([C:3]2([CH2:2][F:1])[CH2:5][CH2:4]2)(=[O:8])=[O:7])=[O:11])[CH2:14][C@H:13]1[CH:15]=[CH2:16]. (3) Given the reactants [CH2:1]([O:8][N:9]1[C:15](=[O:16])[N:14]2[CH2:17][C@H:10]1[CH2:11][CH2:12][C@H:13]2[C:18]([OH:20])=O)[C:2]1[CH:7]=[CH:6][CH:5]=[CH:4][CH:3]=1.[NH2:21][O:22][C@@H:23]1[CH2:27][CH2:26][N:25]([C:28]([O:30][C:31]([CH3:34])([CH3:33])[CH3:32])=[O:29])[CH2:24]1, predict the reaction product. The product is: [CH2:1]([O:8][N:9]1[C:15](=[O:16])[N:14]2[CH2:17][C@H:10]1[CH2:11][CH2:12][C@H:13]2[C:18]([NH:21][O:22][C@@H:23]1[CH2:27][CH2:26][N:25]([C:28]([O:30][C:31]([CH3:34])([CH3:33])[CH3:32])=[O:29])[CH2:24]1)=[O:20])[C:2]1[CH:3]=[CH:4][CH:5]=[CH:6][CH:7]=1. (4) Given the reactants [Cl:1][C:2]1[CH:7]=[CH:6][C:5]([C:8]2[CH:13]=[CH:12][C:11]([CH2:14][CH2:15][C@H:16]3[O:25][C@@H:19]4[O:20][C:21]([CH3:24])([CH3:23])[O:22][C@@H:18]4[C@@H:17]3[CH2:26][C:27](OCC)=[O:28])=[CH:10][CH:9]=2)=[CH:4][CH:3]=1.[H-].[Al+3].[Li+].[H-].[H-].[H-].[Cl-].[NH4+], predict the reaction product. The product is: [Cl:1][C:2]1[CH:7]=[CH:6][C:5]([C:8]2[CH:9]=[CH:10][C:11]([CH2:14][CH2:15][C@H:16]3[O:25][C@@H:19]4[O:20][C:21]([CH3:24])([CH3:23])[O:22][C@@H:18]4[C@@H:17]3[CH2:26][CH2:27][OH:28])=[CH:12][CH:13]=2)=[CH:4][CH:3]=1. (5) Given the reactants OC[C:3]1[C:16]2[C:11](=[CH:12][CH:13]=[CH:14][CH:15]=2)[C:10](CNC)=[C:9]2[C:4]=1[CH:5]=[CH:6][CH:7]=[CH:8]2.[C:20]([O-])([O-])=O.[K+].[K+], predict the reaction product. The product is: [CH3:20][C:11]1[C:16]2[C:15](=[CH:10][C:9]3[C:4]([CH:3]=2)=[CH:5][CH:6]=[CH:7][CH:8]=3)[CH:14]=[CH:13][CH:12]=1. (6) The product is: [ClH:31].[ClH:31].[NH2:1][C:4]1[CH:9]=[CH:8][C:7]([NH:10][CH2:11][CH2:12][CH2:13][CH2:14][CH2:15][CH2:16][OH:17])=[CH:6][C:5]=1[CH3:18]. Given the reactants [N+:1]([C:4]1[CH:9]=[CH:8][C:7]([NH:10][CH2:11][CH2:12][CH2:13][CH2:14][CH2:15][CH2:16][OH:17])=[CH:6][C:5]=1[CH3:18])([O-])=O.C1(N)C(F)=C(F)C(F)=C(N)C=1F.[ClH:31].Cl, predict the reaction product. (7) Given the reactants [F:1][C:2]1[CH:24]=[C:23]([F:25])[CH:22]=[CH:21][C:3]=1[CH2:4][C@H:5]1[CH2:10][C@H:9]([C:11]2[O:15][NH:14][C:13](=[O:16])[CH:12]=2)[CH2:8][CH2:7][N:6]1C(OC)=O.Br, predict the reaction product. The product is: [F:1][C:2]1[CH:24]=[C:23]([F:25])[CH:22]=[CH:21][C:3]=1[CH2:4][C@H:5]1[CH2:10][C@H:9]([C:11]2[O:15][NH:14][C:13](=[O:16])[CH:12]=2)[CH2:8][CH2:7][NH:6]1. (8) Given the reactants [CH3:1][O:2][C:3]([CH:5]([C:7]1[CH:16]=[CH:15][C:10]([CH2:11][CH:12]([CH3:14])[CH3:13])=[CH:9][CH:8]=1)[CH3:6])=[O:4].P([O-])([O-])([O-])=[O:18].[K+].[K+].[K+], predict the reaction product. The product is: [OH:18][CH:11]([C:10]1[CH:9]=[CH:8][C:7]([CH:5]([CH3:6])[C:3]([O:2][CH3:1])=[O:4])=[CH:16][CH:15]=1)[CH:12]([CH3:13])[CH3:14]. (9) Given the reactants [Cl:1][C:2]1[CH:25]=[CH:24][C:5]([CH2:6][NH:7][C:8]([C:10]2[C:11](=[O:23])[C:12]3[CH:19]=[C:18]([CH2:20][NH:21][CH3:22])[O:17][C:13]=3[N:14]([CH3:16])[CH:15]=2)=[O:9])=[CH:4][CH:3]=1.[CH2:26]([CH:28]1[O:30]C1)[Cl:27], predict the reaction product. The product is: [Cl:1][C:2]1[CH:3]=[CH:4][C:5]([CH2:6][NH:7][C:8]([C:10]2[C:11](=[O:23])[C:12]3[CH:19]=[C:18]([CH2:20][NH:21][CH2:22][CH:28]([OH:30])[CH2:26][Cl:27])[O:17][C:13]=3[N:14]([CH3:16])[CH:15]=2)=[O:9])=[CH:24][CH:25]=1.